From a dataset of NCI-60 drug combinations with 297,098 pairs across 59 cell lines. Regression. Given two drug SMILES strings and cell line genomic features, predict the synergy score measuring deviation from expected non-interaction effect. Drug 1: C1CN1C2=NC(=NC(=N2)N3CC3)N4CC4. Drug 2: C1=NC2=C(N1)C(=S)N=CN2. Cell line: MOLT-4. Synergy scores: CSS=82.5, Synergy_ZIP=0.0827, Synergy_Bliss=-0.122, Synergy_Loewe=-1.64, Synergy_HSA=0.984.